This data is from Experimentally validated miRNA-target interactions with 360,000+ pairs, plus equal number of negative samples. The task is: Binary Classification. Given a miRNA mature sequence and a target amino acid sequence, predict their likelihood of interaction. (1) The miRNA is hsa-miR-31-5p with sequence AGGCAAGAUGCUGGCAUAGCU. The protein sequence of the target gene is MRLNIAIFFGALFGALGVLLFLVAFGSDYWLLATEVGRCSGEKNIENVTFHHEGFFWRCWFNGIVEENDSNIWKFWYTNQPPSKNCTHAYLSPYPFMRGEHNSTSYDSAVIYRGFWAVLMLLGVVAVVIASFLIICAAPFASHFLYKAGGGSYIAAGILFSLVVMLYVIWVQAVADMESYRNMKMKDCLDFTPSVLYGWSFFLAPAGIFFSLLAGLLFLVVGWHIQIHH. Result: 1 (interaction). (2) The miRNA is hsa-miR-3186-5p with sequence CAGGCGUCUGUCUACGUGGCUU. The protein sequence of the target gene is MPKSKELVSSSSSGSDSDSEVEKKLKRKKQAVPEKPVKKQKPGETSRALASSKQSSSSRDDNMFQIGKMRYVSVRDFKGKILIDIREYWMDSEGEMKPGRKGISLNMEQWSQLKEQISDIDDAVRKL. Result: 0 (no interaction). (3) The miRNA is hsa-miR-103a-3p with sequence AGCAGCAUUGUACAGGGCUAUGA. The protein sequence of the target gene is MSQMLHIEIPNFGNTVLGCLNEQRLLGLYCDVSIVVKGQAFKAHRAVLAASSLYFRDLFSGNSKSAFELPGSVPPACFQQILSFCYTGRLTMTASEQLVVMYTAGFLQIQHIVERGTDLMFKVSSPHCDSQTAVIEDAGSEPQSPCNQLQPAAAAAAPYVVSPSVPIPLLTRVKHEAMELPPAGPGLAPKRPLETGPRDGVAVAAGAAVAAGTAPLKLPRVSYYGVPSLATLIPGIQQMPYPQGERTSPGASSLPTTDSPTSYHNEEDEEDDEAYDTMVEEQYGQMYIKASGSYAVQEKP.... Result: 1 (interaction). (4) The miRNA is hsa-miR-4474-5p with sequence UUAGUCUCAUGAUCAGACACA. The protein sequence of the target gene is MPSGSSAALALALAAAPAPLPQPPPLPPPPPAGGPELEGDGLLLRERLAALGLDDPSPAEPGAPALRAAAVAAAAAAQCQARRATGLAPEEPGRLATSETAELELEVDEEEGEEAELDGELLEEEELEEAEEEDRPSLLLLSPPAATASQTQPIPGGPLGSVLLPAAGFDAREAAAAGVLYGGDDAQGMMAAMLSHAYGPGGGGAAAAALNGEQAALLRRKSVNTTECVPVPSSEHVAEIVGRQGCKIKALRAKTNTYIKTPVRGEEPIFVVTGRKEDVAMAKREILSAAEHFSMIRASR.... Result: 0 (no interaction). (5) The miRNA is mmu-miR-8111 with sequence ACCGGGCAUGGUAGUGUACAC. The protein sequence of the target gene is MAASTASHRPIKGILKNKTSTTSSMVASAEQPRGNVDEELSKKSQKWDEMNILATYHPADKDYGLMKIDEPSTPYHSMMGDDEDACSDTEATEAMAPDILARKLAAAEGLEPKYRIQEQESSGEEDSDLSPEEREKKRQFEMKRKLHYNEGLNIKLARQLISKDLHDDDEDEEMLETADGESMNTEESNQGSTPSDQQQNKLRSS. Result: 0 (no interaction). (6) The miRNA is hsa-miR-4671-3p with sequence UUAGUGCAUAGUCUUUGGUCU. The protein sequence of the target gene is MIASCLCYLLLPATRLFRALSDAFFTCRKNVLLANSSSPQVEGDFAMAPRGPEQEECEGLLQQWREEGLSQVLSTASEGPLIDKGLAQSSLALLMDNPGEENAASEDRWSSRQLSDLRAAENLDEPFPEMLGEEPLLEVEGVEGSMWAAIPMQSEPQYADCAALPVGALATEQWEEDPAVLAWSIAPEPVPQEEASIWPFEGLGQLQPPAVEIPYHEILWREWEDFSTQPDAQGLKAGDGPQFQFTLMSYNILAQDLMQQSSELYLHCHPDILNWNYRFVNLMQEFQHWDPDILCLQEVQ.... Result: 0 (no interaction). (7) The miRNA is hsa-miR-518e-5p with sequence CUCUAGAGGGAAGCGCUUUCUG. The protein sequence of the target gene is MVGYDPKPDGRNNTKFQVAVAGSVSGLVTRALISPFDVIKIRFQLQHERLSRSDPSAKYHGILQASRQILQEEGPTAFWKGHVPAQILSIGYGAVQFLSFEMLTELVHRGSVYDAREFSVHFVCGGLAACMATLTVHPVDVLRTRFAAQGEPKVYNTLRHAVGTMYRSEGPQVFYKGLAPTLIAIFPYAGLQFSCYSSLKHLYKWAIPAEGKKNENLQNLLCGSGAGVISKTLTYPLDLFKKRLQVGGFEHARAAFGQVRRYKGLMDCAKQVLQKEGALGFFKGLSPSLLKAALSTGFMF.... Result: 0 (no interaction).